Dataset: Full USPTO retrosynthesis dataset with 1.9M reactions from patents (1976-2016). Task: Predict the reactants needed to synthesize the given product. (1) Given the product [CH:1]1([N:5]2[CH2:11][CH2:10][C:9]3[S:12][C:13]([CH:15]4[CH2:20][CH2:19][N:18]([C:28]([C:25]5[CH:24]=[N:23][C:22]([CH3:21])=[N:27][CH:26]=5)=[O:29])[CH2:17][CH2:16]4)=[N:14][C:8]=3[CH2:7][CH2:6]2)[CH2:2][CH2:3][CH2:4]1, predict the reactants needed to synthesize it. The reactants are: [CH:1]1([N:5]2[CH2:11][CH2:10][C:9]3[S:12][C:13]([CH:15]4[CH2:20][CH2:19][NH:18][CH2:17][CH2:16]4)=[N:14][C:8]=3[CH2:7][CH2:6]2)[CH2:4][CH2:3][CH2:2]1.[CH3:21][C:22]1[N:27]=[CH:26][C:25]([C:28](O)=[O:29])=[CH:24][N:23]=1. (2) The reactants are: [Cl-].[Al+3].[Cl-].[Cl-].[Br:5][C:6]1[C:7]([O:27]C)=[C:8]([C:13]([CH2:16][S:17]([C:20]2[CH:25]=[CH:24][CH:23]=[C:22]([Cl:26])[CH:21]=2)(=[O:19])=[O:18])=[CH:14][CH:15]=1)[C:9]([O:11][CH3:12])=[O:10].CN(C)C1C=CC=CC=1. Given the product [Br:5][C:6]1[C:7]([OH:27])=[C:8]([C:13]([CH2:16][S:17]([C:20]2[CH:25]=[CH:24][CH:23]=[C:22]([Cl:26])[CH:21]=2)(=[O:19])=[O:18])=[CH:14][CH:15]=1)[C:9]([O:11][CH3:12])=[O:10], predict the reactants needed to synthesize it. (3) The reactants are: [Cl:1][C:2]1[CH:3]=[C:4]([C:11]2[CH:12]=[C:13]3[C:18](=[CH:19][CH:20]=2)[N:17]=[CH:16][C:15]([C:21]([CH:23]2[CH2:25][CH2:24]2)=[O:22])=[C:14]3[NH:26][CH:27]2[CH2:32][CH2:31][CH:30]([N:33]([CH2:36][CH3:37])[CH2:34][CH3:35])[CH2:29][CH2:28]2)[CH:5]=[C:6]([O:9][CH3:10])[C:7]=1[OH:8].[ClH:38]. Given the product [ClH:1].[ClH:38].[Cl:1][C:2]1[CH:3]=[C:4]([C:11]2[CH:12]=[C:13]3[C:18](=[CH:19][CH:20]=2)[N:17]=[CH:16][C:15]([C:21]([CH:23]2[CH2:24][CH2:25]2)=[O:22])=[C:14]3[NH:26][CH:27]2[CH2:32][CH2:31][CH:30]([N:33]([CH2:34][CH3:35])[CH2:36][CH3:37])[CH2:29][CH2:28]2)[CH:5]=[C:6]([O:9][CH3:10])[C:7]=1[OH:8], predict the reactants needed to synthesize it. (4) Given the product [CH3:7][N:4]1[CH:5]=[CH:6][C:2]([NH:1][C:10]([C:12]2[CH:22]=[C:21]([O:23][C:24]3[CH:25]=[CH:26][C:27]([C:30]#[N:31])=[CH:28][CH:29]=3)[C:15]3[CH2:16][C:17]([CH3:20])([CH3:19])[O:18][C:14]=3[CH:13]=2)=[O:9])=[N:3]1, predict the reactants needed to synthesize it. The reactants are: [NH2:1][C:2]1[CH:6]=[CH:5][N:4]([CH3:7])[N:3]=1.C[O:9][C:10]([C:12]1[CH:22]=[C:21]([O:23][C:24]2[CH:29]=[CH:28][C:27]([C:30]#[N:31])=[CH:26][CH:25]=2)[C:15]2[CH2:16][C:17]([CH3:20])([CH3:19])[O:18][C:14]=2[CH:13]=1)=O. (5) Given the product [NH2:1][C:2]1[C:3]2[C:10]([C:11]([NH2:13])=[O:12])=[CH:9][N:8]([C@H:14]3[C@:18]([C:20]#[CH:21])([OH:19])[C@H:17]([OH:22])[C@@H:16]([CH2:32][OH:33])[O:15]3)[C:4]=2[N:5]=[CH:6][N:7]=1, predict the reactants needed to synthesize it. The reactants are: [NH2:1][C:2]1[C:3]2[C:10]([C:11]([NH2:13])=[O:12])=[CH:9][N:8]([C@H:14]3[C@:18]([C:20]#[CH:21])([OH:19])[C@H:17]([O:22]CC4C=CC(Cl)=CC=4Cl)[C@@H:16]([CH2:32][O:33]CC4C=CC(Cl)=CC=4Cl)[O:15]3)[C:4]=2[N:5]=[CH:6][N:7]=1.B(Cl)(Cl)Cl.CO. (6) Given the product [C:1]12([NH:11][C:12]3[C:21]4[C:16](=[CH:17][CH:18]=[C:19]([N+:22]([O-:24])=[O:23])[CH:20]=4)[N:15]=[C:14]([NH:29][CH2:26][CH:27]=[CH2:28])[N:13]=3)[CH2:10][CH:5]3[CH2:6][CH:7]([CH2:9][CH:3]([CH2:4]3)[CH2:2]1)[CH2:8]2, predict the reactants needed to synthesize it. The reactants are: [C:1]12([NH:11][C:12]3[C:21]4[C:16](=[CH:17][CH:18]=[C:19]([N+:22]([O-:24])=[O:23])[CH:20]=4)[N:15]=[C:14](Cl)[N:13]=3)[CH2:10][CH:5]3[CH2:6][CH:7]([CH2:9][CH:3]([CH2:4]3)[CH2:2]1)[CH2:8]2.[CH2:26]([NH2:29])[CH:27]=[CH2:28]. (7) Given the product [C:10]([C:9]1[CH:12]=[C:5]([C:3](=[O:4])[CH2:2][N:24]2[CH2:25][CH2:26][N:21]([C:14]([O:16][C:17]([CH3:18])([CH3:19])[CH3:20])=[O:15])[CH2:22][C@H:23]2[CH2:27][OH:28])[CH:6]=[CH:7][C:8]=1[F:13])#[N:11], predict the reactants needed to synthesize it. The reactants are: Br[CH2:2][C:3]([C:5]1[CH:6]=[CH:7][C:8]([F:13])=[C:9]([CH:12]=1)[C:10]#[N:11])=[O:4].[C:14]([N:21]1[CH2:26][CH2:25][NH:24][C@H:23]([CH2:27][OH:28])[CH2:22]1)([O:16][C:17]([CH3:20])([CH3:19])[CH3:18])=[O:15].O.